This data is from NCI-60 drug combinations with 297,098 pairs across 59 cell lines. The task is: Regression. Given two drug SMILES strings and cell line genomic features, predict the synergy score measuring deviation from expected non-interaction effect. (1) Drug 1: C1=CC=C(C=C1)NC(=O)CCCCCCC(=O)NO. Drug 2: CCC1(C2=C(COC1=O)C(=O)N3CC4=CC5=C(C=CC(=C5CN(C)C)O)N=C4C3=C2)O.Cl. Cell line: CCRF-CEM. Synergy scores: CSS=83.9, Synergy_ZIP=-0.789, Synergy_Bliss=-0.859, Synergy_Loewe=-2.02, Synergy_HSA=1.41. (2) Drug 1: CC1=C(C=C(C=C1)NC2=NC=CC(=N2)N(C)C3=CC4=NN(C(=C4C=C3)C)C)S(=O)(=O)N.Cl. Drug 2: CC1=CC=C(C=C1)C2=CC(=NN2C3=CC=C(C=C3)S(=O)(=O)N)C(F)(F)F. Cell line: NCI-H460. Synergy scores: CSS=12.0, Synergy_ZIP=9.84, Synergy_Bliss=1.56, Synergy_Loewe=-2.97, Synergy_HSA=-2.09. (3) Drug 1: CN(C)N=NC1=C(NC=N1)C(=O)N. Drug 2: CC(C)CN1C=NC2=C1C3=CC=CC=C3N=C2N. Cell line: HCC-2998. Synergy scores: CSS=-0.389, Synergy_ZIP=1.77, Synergy_Bliss=1.03, Synergy_Loewe=-2.66, Synergy_HSA=-2.42. (4) Drug 1: CC1OCC2C(O1)C(C(C(O2)OC3C4COC(=O)C4C(C5=CC6=C(C=C35)OCO6)C7=CC(=C(C(=C7)OC)O)OC)O)O. Drug 2: CN1C(=O)N2C=NC(=C2N=N1)C(=O)N. Synergy scores: CSS=55.5, Synergy_ZIP=3.14, Synergy_Bliss=3.67, Synergy_Loewe=-33.5, Synergy_HSA=0.800. Cell line: CCRF-CEM. (5) Drug 1: C1CCC(C1)C(CC#N)N2C=C(C=N2)C3=C4C=CNC4=NC=N3. Drug 2: C1CC(=O)NC(=O)C1N2C(=O)C3=CC=CC=C3C2=O. Cell line: NCI-H226. Synergy scores: CSS=11.0, Synergy_ZIP=-2.38, Synergy_Bliss=3.09, Synergy_Loewe=-1.60, Synergy_HSA=1.92. (6) Drug 1: C(CCl)NC(=O)N(CCCl)N=O. Drug 2: B(C(CC(C)C)NC(=O)C(CC1=CC=CC=C1)NC(=O)C2=NC=CN=C2)(O)O. Cell line: SF-295. Synergy scores: CSS=53.3, Synergy_ZIP=-3.78, Synergy_Bliss=-6.70, Synergy_Loewe=-26.0, Synergy_HSA=-7.67. (7) Drug 1: CC1=CC=C(C=C1)C2=CC(=NN2C3=CC=C(C=C3)S(=O)(=O)N)C(F)(F)F. Drug 2: CC(C)CN1C=NC2=C1C3=CC=CC=C3N=C2N. Cell line: NCI-H460. Synergy scores: CSS=-2.09, Synergy_ZIP=2.19, Synergy_Bliss=3.72, Synergy_Loewe=-1.96, Synergy_HSA=-1.21.